This data is from Peptide-MHC class I binding affinity with 185,985 pairs from IEDB/IMGT. The task is: Regression. Given a peptide amino acid sequence and an MHC pseudo amino acid sequence, predict their binding affinity value. This is MHC class I binding data. The peptide sequence is QYWAIRTR. The MHC is Mamu-B03 with pseudo-sequence Mamu-B03. The binding affinity (normalized) is 0.